From a dataset of Forward reaction prediction with 1.9M reactions from USPTO patents (1976-2016). Predict the product of the given reaction. Given the reactants [C:1]([O:5][C:6](=[O:35])[N:7]([C:16]1[S:17][C@:18]2([CH2:33][OH:34])[C@H:20]([C@:21]([C:25]3[CH:30]=[C:29]([Br:31])[CH:28]=[CH:27][C:26]=3[F:32])([CH2:23][F:24])[N:22]=1)[CH2:19]2)[CH2:8][O:9][CH2:10][CH2:11][Si:12]([CH3:15])([CH3:14])[CH3:13])([CH3:4])([CH3:3])[CH3:2].S(=O)(=O)=O.N1C=CC=CC=1.O, predict the reaction product. The product is: [C:1]([O:5][C:6](=[O:35])[N:7]([C:16]1[S:17][C@:18]2([CH:33]=[O:34])[C@H:20]([C@:21]([C:25]3[CH:30]=[C:29]([Br:31])[CH:28]=[CH:27][C:26]=3[F:32])([CH2:23][F:24])[N:22]=1)[CH2:19]2)[CH2:8][O:9][CH2:10][CH2:11][Si:12]([CH3:15])([CH3:13])[CH3:14])([CH3:4])([CH3:2])[CH3:3].